Dataset: CYP2C9 inhibition data for predicting drug metabolism from PubChem BioAssay. Task: Regression/Classification. Given a drug SMILES string, predict its absorption, distribution, metabolism, or excretion properties. Task type varies by dataset: regression for continuous measurements (e.g., permeability, clearance, half-life) or binary classification for categorical outcomes (e.g., BBB penetration, CYP inhibition). Dataset: cyp2c9_veith. (1) The compound is CC(=O)c1cccc(NC=C2C(=O)OC3(CCCCC3)OC2=O)c1. The result is 0 (non-inhibitor). (2) The compound is CCn1c(=O)cc(OCC(=O)Nc2cccnc2)c2ccccc21. The result is 1 (inhibitor). (3) The compound is COc1ccc(C2=Nc3cccc4cccc(c34)N2)cc1. The result is 0 (non-inhibitor). (4) The molecule is COc1ccc(NC(=O)c2cc3sccc3n2Cc2ccc(F)cc2)cc1OC. The result is 1 (inhibitor). (5) The molecule is CC(=O)NBr. The result is 0 (non-inhibitor). (6) The compound is CC(/C=C/c1ccco1)=N/NC(=O)c1ccccc1Cl. The result is 0 (non-inhibitor). (7) The drug is COc1ccc(NC(=O)CSc2nc(-c3ccc(C)cc3)cc(C(F)(F)F)c2C#N)cc1. The result is 1 (inhibitor). (8) The molecule is NC(=O)[C@@H]1CCCNC1. The result is 0 (non-inhibitor). (9) The result is 0 (non-inhibitor). The molecule is CN(C)CC[C@H](c1ccc(Cl)cc1)c1ccccn1.